Dataset: Reaction yield outcomes from USPTO patents with 853,638 reactions. Task: Predict the reaction yield, written as a fraction of the theoretical maximum amount of product (1.0 means a 100% yield; for example, 0.34 means a 34% yield). The reactants are C([O:8][CH2:9][CH2:10][O:11][C:12]1[CH:38]=[CH:37][C:15]([CH2:16][C:17]2[CH:18]=[C:19]([C@@:24]34[O:31][C@@:28]([CH2:32][OH:33])([CH2:29][O:30]3)[C@@H:27]([OH:34])[C@H:26]([OH:35])[C@H:25]4[OH:36])[CH:20]=[CH:21][C:22]=2[Cl:23])=[CH:14][CH:13]=1)C1C=CC=CC=1.C(O)=O. The catalyst is C(O)C.O1CCCC1.[Pd]. The product is [Cl:23][C:22]1[CH:21]=[CH:20][C:19]([C@@:24]23[O:31][C@@:28]([CH2:32][OH:33])([CH2:29][O:30]2)[C@@H:27]([OH:34])[C@H:26]([OH:35])[C@H:25]3[OH:36])=[CH:18][C:17]=1[CH2:16][C:15]1[CH:37]=[CH:38][C:12]([O:11][CH2:10][CH2:9][OH:8])=[CH:13][CH:14]=1. The yield is 0.800.